This data is from Full USPTO retrosynthesis dataset with 1.9M reactions from patents (1976-2016). The task is: Predict the reactants needed to synthesize the given product. Given the product [O:17]([CH2:24][CH2:25][CH2:26][N:27]1[CH2:28][CH2:29][C@@H:1]([O:2][C:3](=[O:16])[C:4]([OH:15])([C:5]2[S:6][CH:7]=[CH:8][CH:9]=2)[C:10]2[S:11][CH:12]=[CH:13][CH:14]=2)[CH2:31]1)[C:18]1[CH:23]=[CH:22][CH:21]=[CH:20][CH:19]=1, predict the reactants needed to synthesize it. The reactants are: [CH3:1][O:2][C:3](=[O:16])[C:4]([OH:15])([C:10]1[S:11][CH:12]=[CH:13][CH:14]=1)[C:5]1[S:6][CH:7]=[CH:8][CH:9]=1.[O:17]([CH2:24][CH2:25][CH2:26][N:27]1[CH2:31]C[C@@H:29](O)[CH2:28]1)[C:18]1[CH:23]=[CH:22][CH:21]=[CH:20][CH:19]=1.